From a dataset of Catalyst prediction with 721,799 reactions and 888 catalyst types from USPTO. Predict which catalyst facilitates the given reaction. (1) The catalyst class is: 106. Product: [C:1]([C@@H:3]([NH:22][C:23]([C@@H:25]1[CH2:31][NH:30][CH2:29][CH2:28][CH2:27][O:26]1)=[O:24])[CH2:4][C:5]1[CH:10]=[CH:9][C:8]([C:11]2[CH:12]=[CH:13][C:14]3[O:18][C:17](=[O:19])[N:16]([CH3:20])[C:15]=3[CH:21]=2)=[CH:7][CH:6]=1)#[N:2]. Reactant: [C:1]([C@@H:3]([NH:22][C:23]([C@@H:25]1[CH2:31][N:30](C(OC(C)(C)C)=O)[CH2:29][CH2:28][CH2:27][O:26]1)=[O:24])[CH2:4][C:5]1[CH:10]=[CH:9][C:8]([C:11]2[CH:12]=[CH:13][C:14]3[O:18][C:17](=[O:19])[N:16]([CH3:20])[C:15]=3[CH:21]=2)=[CH:7][CH:6]=1)#[N:2]. (2) Reactant: [Cl:1][C:2]1[CH:3]=[C:4]([C@@H:8]2[C@@H:13]([C:14]3[CH:19]=[CH:18][C:17]([Cl:20])=[CH:16][CH:15]=3)[N:12]([CH:21]([CH2:24][CH3:25])[CH2:22][CH3:23])[C:11](=[O:26])[C@:10]([CH2:28][C:29]([OH:31])=O)([CH3:27])[CH2:9]2)[CH:5]=[CH:6][CH:7]=1.C[N:33]1CCOCC1.ClC(OCC(C)C)=O.[OH-].[NH4+]. Product: [Cl:1][C:2]1[CH:3]=[C:4]([C@@H:8]2[C@@H:13]([C:14]3[CH:15]=[CH:16][C:17]([Cl:20])=[CH:18][CH:19]=3)[N:12]([CH:21]([CH2:24][CH3:25])[CH2:22][CH3:23])[C:11](=[O:26])[C@:10]([CH2:28][C:29]([NH2:33])=[O:31])([CH3:27])[CH2:9]2)[CH:5]=[CH:6][CH:7]=1. The catalyst class is: 1. (3) Reactant: N1C=CC=CC=1.[C:7](Cl)(=[O:9])[CH3:8].[Cl:11][C:12]1[C:13]([CH2:34][OH:35])=[C:14]([N:18]2[CH:27]=[CH:26][C:25]3[C:20](=[C:21]([F:32])[CH:22]=[C:23]([C:28]([CH3:31])([CH3:30])[CH3:29])[CH:24]=3)[C:19]2=[O:33])[CH:15]=[CH:16][CH:17]=1.O. Product: [C:7]([O:35][CH2:34][C:13]1[C:14]([N:18]2[CH:27]=[CH:26][C:25]3[C:20](=[C:21]([F:32])[CH:22]=[C:23]([C:28]([CH3:30])([CH3:31])[CH3:29])[CH:24]=3)[C:19]2=[O:33])=[CH:15][CH:16]=[CH:17][C:12]=1[Cl:11])(=[O:9])[CH3:8]. The catalyst class is: 2. (4) Reactant: [C:1]([NH:5][S:6]([C:9]1[CH:14]=[CH:13][CH:12]=[CH:11][CH:10]=1)(=[O:8])=[O:7])([CH3:4])([CH3:3])[CH3:2].[B:15](OC(C)C)([O:20]C(C)C)[O:16]C(C)C.Cl.O. Product: [C:1]([NH:5][S:6]([C:9]1[CH:14]=[CH:13][CH:12]=[CH:11][C:10]=1[B:15]([OH:20])[OH:16])(=[O:8])=[O:7])([CH3:4])([CH3:2])[CH3:3]. The catalyst class is: 7. (5) Reactant: Br[CH2:2][CH2:3][C:4]1[CH:9]=[CH:8][C:7]([N+:10]([O-:12])=[O:11])=[CH:6][C:5]=1[Cl:13].[CH:14]1([CH2:20][NH2:21])[CH2:19][CH2:18][CH2:17][CH2:16][CH2:15]1.O. Product: [Cl:13][C:5]1[CH:6]=[C:7]([N+:10]([O-:12])=[O:11])[CH:8]=[CH:9][C:4]=1[CH2:3][CH2:2][NH:21][CH2:20][CH:14]1[CH2:19][CH2:18][CH2:17][CH2:16][CH2:15]1. The catalyst class is: 16. (6) Reactant: [NH2:1][C:2]1[CH:14]=[CH:13][C:5]2[O:6][CH2:7][CH2:8][N:9](C(=O)C)[C:4]=2[CH:3]=1.Br[CH2:16][CH2:17][O:18][CH2:19][CH2:20]Br.C([O-])([O-])=O.[Na+].[Na+].[OH-].[K+]. Product: [O:18]1[CH2:19][CH2:20][N:1]([C:2]2[CH:14]=[CH:13][C:5]3[O:6][CH2:7][CH2:8][NH:9][C:4]=3[CH:3]=2)[CH2:16][CH2:17]1. The catalyst class is: 72.